From a dataset of Reaction yield outcomes from USPTO patents with 853,638 reactions. Predict the reaction yield, written as a fraction of the theoretical maximum amount of product (1.0 means a 100% yield; for example, 0.34 means a 34% yield). The reactants are [CH2:1]([C:3]1[CH:8]([CH3:9])[O:7][CH:6]([C:10]2[CH:15]=[CH:14][N:13]=[CH:12][C:11]=2[N+:16]([O-:18])=[O:17])[CH2:5][C:4]=1[O:19][Si](C)(C)C)[CH3:2].CC1(C)O[O:26]1.C1CCCCC=1. The catalyst is C(Cl)Cl.CC(C)=O. The product is [CH2:1]([C:3]1([OH:26])[C:4](=[O:19])[CH2:5][C@@H:6]([C:10]2[CH:15]=[CH:14][N:13]=[CH:12][C:11]=2[N+:16]([O-:18])=[O:17])[O:7][C@H:8]1[CH3:9])[CH3:2]. The yield is 0.410.